Dataset: Reaction yield outcomes from USPTO patents with 853,638 reactions. Task: Predict the reaction yield, written as a fraction of the theoretical maximum amount of product (1.0 means a 100% yield; for example, 0.34 means a 34% yield). (1) The reactants are [CH3:1][O:2][C:3]1[CH:4]=[C:5]([CH:26]=[CH:27][C:28]=1[O:29][CH3:30])[CH2:6][N:7]1[CH:16]=[C:15]([C:17](O)=[O:18])[C:14]2[N:13]=[C:12]3[C:20]([CH3:24])=[CH:21][CH:22]=[CH:23][C:11]3=[CH:10][C:9]=2[C:8]1=[O:25].[CH:31]1[N:35]=[CH:34][N:33]([C:36](N2C=NC=C2)=O)[CH:32]=1. The catalyst is C(#N)C. The product is [CH3:34][N:33]([CH3:36])[CH2:32][CH2:31][NH:35][C:17]([C:15]1[C:14]2[N:13]=[C:12]3[C:20]([CH3:24])=[CH:21][CH:22]=[CH:23][C:11]3=[CH:10][C:9]=2[C:8](=[O:25])[N:7]([CH2:6][C:5]2[CH:26]=[CH:27][C:28]([O:29][CH3:30])=[C:3]([O:2][CH3:1])[CH:4]=2)[CH:16]=1)=[O:18]. The yield is 0.850. (2) The reactants are [F:1][C:2]1[CH:18]=[CH:17][C:16]([F:19])=[CH:15][C:3]=1[C:4]([NH:6][C:7]1[CH:12]=[CH:11][N:10]=[C:9]([O:13]C)[CH:8]=1)=[O:5].Br.O. The catalyst is C(O)(=O)C. The product is [F:1][C:2]1[CH:18]=[CH:17][C:16]([F:19])=[CH:15][C:3]=1[C:4]([NH:6][C:7]1[CH:12]=[CH:11][NH:10][C:9](=[O:13])[CH:8]=1)=[O:5]. The yield is 0.930. (3) The yield is 0.330. No catalyst specified. The reactants are [C:1]([OH:21])(=[O:20])[CH2:2][CH2:3][CH2:4][CH2:5][CH2:6][CH2:7][CH2:8][CH2:9][CH2:10][CH2:11][CH2:12][CH2:13][CH2:14][CH2:15][CH2:16][C:17]([OH:19])=[O:18].CN(C)C=O.[C:27]1([CH3:33])[CH:32]=CC=C[CH:28]=1. The product is [C:27]([O:18][C:17](=[O:19])[CH2:16][CH2:15][CH2:14][CH2:13][CH2:12][CH2:11][CH2:10][CH2:9][CH2:8][CH2:7][CH2:6][CH2:5][CH2:4][CH2:3][CH2:2][C:1]([OH:21])=[O:20])([CH3:33])([CH3:32])[CH3:28]. (4) The reactants are [N:1]1[CH:6]=[CH:5][C:4](/[CH:7]=[CH:8]/[P:9](=[O:16])([O:13][CH2:14][CH3:15])[O:10][CH2:11][CH3:12])=[CH:3][CH:2]=1. The catalyst is C(O)C.[C].[Pd]. The product is [N:1]1[CH:2]=[CH:3][C:4]([CH2:7][CH2:8][P:9](=[O:16])([O:10][CH2:11][CH3:12])[O:13][CH2:14][CH3:15])=[CH:5][CH:6]=1. The yield is 1.00.